From a dataset of Full USPTO retrosynthesis dataset with 1.9M reactions from patents (1976-2016). Predict the reactants needed to synthesize the given product. (1) Given the product [Cl:29][CH2:2][C:3]1[CH:8]=[CH:7][C:6]([NH:9][C:10]([C:12]2[CH:17]=[CH:16][CH:15]=[CH:14][N:13]=2)=[O:11])=[CH:5][CH:4]=1, predict the reactants needed to synthesize it. The reactants are: O[CH2:2][C:3]1[CH:8]=[CH:7][C:6]([NH:9][C:10]([C:12]2[CH:17]=[CH:16][CH:15]=[CH:14][N:13]=2)=[O:11])=[CH:5][CH:4]=1.CCN(CC)CC.CS([Cl:29])(=O)=O. (2) Given the product [CH:19]1([C:24]([NH:9][NH:8][C:6](=[O:7])[C:5]2[CH:10]=[CH:11][CH:12]=[CH:13][C:4]=2[N+:1]([O-:3])=[O:2])=[O:25])[CH2:23][CH2:22][CH2:21][CH2:20]1, predict the reactants needed to synthesize it. The reactants are: [N+:1]([C:4]1[CH:13]=[CH:12][CH:11]=[CH:10][C:5]=1[C:6]([NH:8][NH2:9])=[O:7])([O-:3])=[O:2].C(=O)(O)[O-].[Na+].[CH:19]1([C:24](Cl)=[O:25])[CH2:23][CH2:22][CH2:21][CH2:20]1. (3) Given the product [F:1][C:2]1[CH:7]=[CH:6][C:5]([F:8])=[CH:4][C:3]=1[C:9]1[C:17]2[O:16][CH:15]([CH2:18][NH:33][CH3:32])[CH2:14][C:13]=2[CH:12]=[C:11]([O:30][CH3:31])[CH:10]=1, predict the reactants needed to synthesize it. The reactants are: [F:1][C:2]1[CH:7]=[CH:6][C:5]([F:8])=[CH:4][C:3]=1[C:9]1[C:17]2[O:16][CH:15]([CH2:18]OS(C3C=CC(C)=CC=3)(=O)=O)[CH2:14][C:13]=2[CH:12]=[C:11]([O:30][CH3:31])[CH:10]=1.[CH3:32][NH2:33]. (4) Given the product [Cl:11][C:7]1[C:3]2[C:4](=[O:6])[O:5][C:22]([C:23]3[CH:31]=[CH:30][CH:29]=[CH:28][C:24]=3[CH3:25])=[N:1][C:2]=2[CH:10]=[CH:9][CH:8]=1, predict the reactants needed to synthesize it. The reactants are: [NH2:1][C:2]1[CH:10]=[CH:9][CH:8]=[C:7]([Cl:11])[C:3]=1[C:4]([OH:6])=[O:5].FC1C=CC=CC=1C(Cl)=O.[CH3:22][C:23]1[CH:31]=[CH:30][CH:29]=[CH:28][C:24]=1[C:25](Cl)=O. (5) Given the product [CH2:1]([N:8]([C:9]1[CH:14]=[CH:13][CH:12]=[CH:11][CH:10]=1)[C:16]([Cl:15])=[O:18])[C:2]1[CH:7]=[CH:6][CH:5]=[CH:4][CH:3]=1, predict the reactants needed to synthesize it. The reactants are: [CH2:1]([NH:8][C:9]1[CH:14]=[CH:13][CH:12]=[CH:11][CH:10]=1)[C:2]1[CH:7]=[CH:6][CH:5]=[CH:4][CH:3]=1.[Cl:15][C:16](Cl)([O:18]C(=O)OC(Cl)(Cl)Cl)Cl. (6) Given the product [N:1]1[CH:6]=[CH:5][CH:4]=[C:3]([NH:7][C:8]([N:30]2[CH2:29][CH2:28][N:27]([C:25]3[S:24][N:23]=[C:22]([C:17]4[CH:18]=[CH:19][CH:20]=[CH:21][N:16]=4)[N:26]=3)[CH2:32][CH2:31]2)=[O:15])[CH:2]=1, predict the reactants needed to synthesize it. The reactants are: [N:1]1[CH:6]=[CH:5][CH:4]=[C:3]([NH:7][C:8](=[O:15])OCC(Cl)(Cl)Cl)[CH:2]=1.[N:16]1[CH:21]=[CH:20][CH:19]=[CH:18][C:17]=1[C:22]1[N:26]=[C:25]([N:27]2[CH2:32][CH2:31][NH:30][CH2:29][CH2:28]2)[S:24][N:23]=1.C(N(C(C)C)CC)(C)C.O.